From a dataset of Full USPTO retrosynthesis dataset with 1.9M reactions from patents (1976-2016). Predict the reactants needed to synthesize the given product. Given the product [CH3:15][C:5]1[N:6]=[C:7]2[N:8]([CH2:11][CH2:12][CH2:13][CH2:14]2)[C:9](=[O:10])[C:4]=1[CH2:3][CH2:2][N:29]1[CH2:28][CH2:27][CH:26]([C:23]2[C:22]3[CH:32]=[CH:33][C:19]([F:18])=[CH:20][C:21]=3[O:25][N:24]=2)[CH2:31][CH2:30]1, predict the reactants needed to synthesize it. The reactants are: Cl[CH2:2][CH2:3][C:4]1[C:9](=[O:10])[N:8]2[CH2:11][CH2:12][CH2:13][CH2:14][C:7]2=[N:6][C:5]=1[CH3:15].ClCl.[F:18][C:19]1[CH:33]=[CH:32][C:22]2[C:23]([CH:26]3[CH2:31][CH2:30][NH:29][CH2:28][CH2:27]3)=[N:24][O:25][C:21]=2[CH:20]=1.C(=O)([O-])[O-].[Na+].[Na+].